From a dataset of Catalyst prediction with 721,799 reactions and 888 catalyst types from USPTO. Predict which catalyst facilitates the given reaction. Reactant: C(OC(=O)[NH:7][CH2:8][C:9]1[CH:14]=[CH:13][C:12]([NH:15][C:16]2[CH:25]=[C:24]3[C:19]([CH:20]=[C:21]([C:28]4[C:33]([Cl:34])=[CH:32][CH:31]=[CH:30][C:29]=4[Cl:35])[C:22](=[O:27])[N:23]3[CH3:26])=[CH:18][N:17]=2)=[CH:11][CH:10]=1)(C)(C)C.Cl. Product: [NH2:7][CH2:8][C:9]1[CH:10]=[CH:11][C:12]([NH:15][C:16]2[CH:25]=[C:24]3[C:19]([CH:20]=[C:21]([C:28]4[C:29]([Cl:35])=[CH:30][CH:31]=[CH:32][C:33]=4[Cl:34])[C:22](=[O:27])[N:23]3[CH3:26])=[CH:18][N:17]=2)=[CH:13][CH:14]=1. The catalyst class is: 5.